This data is from Reaction yield outcomes from USPTO patents with 853,638 reactions. The task is: Predict the reaction yield, written as a fraction of the theoretical maximum amount of product (1.0 means a 100% yield; for example, 0.34 means a 34% yield). (1) The reactants are [OH:1][C:2]1[CH:7]=[CH:6][C:5]([C:8]([C:18]2[CH:23]=[CH:22][C:21]([OH:24])=[CH:20][CH:19]=2)=[C:9]([C:12]2[CH:17]=[CH:16][CH:15]=[CH:14][CH:13]=2)[CH2:10][CH3:11])=[CH:4][CH:3]=1.O[C@H:26]1[CH2:30][CH2:29][N:28](C(OC(C)(C)C)=O)[CH2:27]1.C(O)(C(F)(F)F)=O.C(Cl)Cl. No catalyst specified. The product is [C:12]1([C:9]([CH2:10][CH3:11])=[C:8]([C:18]2[CH:19]=[CH:20][C:21]([OH:24])=[CH:22][CH:23]=2)[C:5]2[CH:6]=[CH:7][C:2]([O:1][C@@H:26]3[CH2:30][CH2:29][NH:28][CH2:27]3)=[CH:3][CH:4]=2)[CH:17]=[CH:16][CH:15]=[CH:14][CH:13]=1. The yield is 0.200. (2) The reactants are [F:1][C:2]1[CH:7]=[C:6]([F:8])[CH:5]=[CH:4][C:3]=1[NH:9][C:10]1[C:19]2[C:14](=[CH:15][C:16]([O:26][CH2:27][CH3:28])=[C:17]([C:20]3[CH2:21][CH2:22][NH:23][CH2:24][CH:25]=3)[CH:18]=2)[N:13]=[CH:12][C:11]=1[C:29]([NH2:31])=[O:30].C(N(CC)CC)C.[C:39](OC(=O)C)(=[O:41])[CH3:40].C([O-])(O)=O.[Na+]. The catalyst is C(Cl)Cl. The product is [C:39]([N:23]1[CH2:22][CH:21]=[C:20]([C:17]2[CH:18]=[C:19]3[C:14](=[CH:15][C:16]=2[O:26][CH2:27][CH3:28])[N:13]=[CH:12][C:11]([C:29]([NH2:31])=[O:30])=[C:10]3[NH:9][C:3]2[CH:4]=[CH:5][C:6]([F:8])=[CH:7][C:2]=2[F:1])[CH2:25][CH2:24]1)(=[O:41])[CH3:40]. The yield is 0.610. (3) The reactants are [N+]([C:4]1[CH:5]=[C:6]([CH:12]=[CH:13][CH:14]=1)[O:7][CH2:8][C@@H:9]1[CH2:11][O:10]1)([O-])=O.C(=O)([O-])[O-].[Cs+].[Cs+].[O:21]1[CH2:23][CH2:22]1.C[N:25](C)C=O. No catalyst specified. The product is [CH3:23][C:22]1[O:21][C:4]2[CH:14]=[CH:13][CH:12]=[C:6]([O:7][CH2:8][C@@H:9]3[CH2:11][O:10]3)[C:5]=2[N:25]=1. The yield is 0.696. (4) The catalyst is O1CCCC1. The product is [C:43]([O:42][C:41](=[O:47])[NH:40][CH2:39][C:38]([NH:36][NH:37][C:18]([CH:13]1[CH2:12][CH2:11][CH:10]2[CH2:17][N:14]1[C:15](=[O:16])[N:9]2[O:8][CH2:1][C:2]1[CH:3]=[CH:4][CH:5]=[CH:6][CH:7]=1)=[O:20])=[O:48])([CH3:46])([CH3:44])[CH3:45]. The yield is 0.720. The reactants are [CH2:1]([O:8][N:9]1[C:15](=[O:16])[N:14]2[CH2:17][CH:10]1[CH2:11][CH2:12][CH:13]2[C:18]([OH:20])=O)[C:2]1[CH:7]=[CH:6][CH:5]=[CH:4][CH:3]=1.C(N(CC)CC)C.ClC(OCC(C)C)=O.[NH:36]([C:38](=[O:48])[CH2:39][NH:40][C:41](=[O:47])[O:42][C:43]([CH3:46])([CH3:45])[CH3:44])[NH2:37]. (5) The reactants are I[C:2]1[CH:7]=[CH:6][N:5]=[CH:4][C:3]=1[NH2:8].[F:9][C:10]1[C:15](B(O)O)=[CH:14][C:13]([Br:19])=[CH:12][N:11]=1.B(O)O. The catalyst is C(#N)C.[F-].[K+].C(Cl)Cl.O. The product is [Br:19][C:13]1[CH:14]=[C:15]([C:2]2[CH:7]=[CH:6][N:5]=[CH:4][C:3]=2[NH2:8])[C:10]([F:9])=[N:11][CH:12]=1. The yield is 0.690. (6) The yield is 0.830. The reactants are [S:1]1[CH:5]=[CH:4][C:3]2[C:6]([N:10]3[CH2:15][CH2:14][N:13]([CH2:16][CH2:17][CH2:18][O:19][C:20]4[CH:30]=[CH:29][C:23]([C:24]([NH:26][CH2:27][CH3:28])=[O:25])=[CH:22][C:21]=4[N+:31]([O-])=O)[CH2:12][CH2:11]3)=[CH:7][CH:8]=[CH:9][C:2]1=2. The product is [NH2:31][C:21]1[CH:22]=[C:23]([CH:29]=[CH:30][C:20]=1[O:19][CH2:18][CH2:17][CH2:16][N:13]1[CH2:12][CH2:11][N:10]([C:6]2[C:3]3[CH:4]=[CH:5][S:1][C:2]=3[CH:9]=[CH:8][CH:7]=2)[CH2:15][CH2:14]1)[C:24]([NH:26][CH2:27][CH3:28])=[O:25]. The catalyst is [C].[Pd].C(O)C. (7) The reactants are [F:1][C:2]1[CH:3]=[C:4]([CH:8]=[CH:9][C:10]=1[O:11][C:12]1[CH:17]=[C:16]([C:18]2[NH:19][C:20]([C:23]3[S:24][CH:25]=[CH:26][N:27]=3)=[CH:21][CH:22]=2)[CH:15]=[C:14]([O:28][C@@H:29]([CH3:33])[CH2:30][O:31][CH3:32])[CH:13]=1)[C:5]([OH:7])=O.N.C1C=CC2N(O)N=[N:41]C=2C=1.O. The catalyst is ClCCl. The product is [F:1][C:2]1[CH:3]=[C:4]([CH:8]=[CH:9][C:10]=1[O:11][C:12]1[CH:17]=[C:16]([C:18]2[NH:19][C:20]([C:23]3[S:24][CH:25]=[CH:26][N:27]=3)=[CH:21][CH:22]=2)[CH:15]=[C:14]([O:28][C@@H:29]([CH3:33])[CH2:30][O:31][CH3:32])[CH:13]=1)[C:5]([NH2:41])=[O:7]. The yield is 0.280. (8) The reactants are Br[CH2:2][CH2:3][CH2:4][OH:5].[Br:6][C:7]1[CH:8]=[C:9]([CH:22]=[CH:23][C:24]=1[Cl:25])[C:10]([N:12]([C:14]1[C:19]([CH3:20])=[CH:18][CH:17]=[CH:16][C:15]=1[OH:21])[CH3:13])=[O:11].C([O-])([O-])=O.[K+].[K+].Cl. The catalyst is CN(C=O)C. The product is [Br:6][C:7]1[CH:8]=[C:9]([CH:22]=[CH:23][C:24]=1[Cl:25])[C:10]([N:12]([C:14]1[C:19]([CH3:20])=[CH:18][CH:17]=[CH:16][C:15]=1[O:21][CH2:2][CH2:3][CH2:4][OH:5])[CH3:13])=[O:11]. The yield is 0.760. (9) The reactants are C(N(C(C)C)CC)(C)C.[N:10]1([CH2:15][C:16]2[CH:21]=[CH:20][C:19]([NH2:22])=[CH:18][CH:17]=2)[CH2:14][CH2:13][CH2:12][CH2:11]1.C(O/[CH:26]=[C:27](/[C:33](=[O:45])[C:34]1[CH:39]=[C:38]([F:40])[C:37]([F:41])=[C:36]([O:42][CH3:43])[C:35]=1F)\[C:28]([O:30][CH2:31][CH3:32])=[O:29])C.C1CCN2C(=NCCC2)CC1. The catalyst is CS(C)=O.O. The product is [F:40][C:38]1[CH:39]=[C:34]2[C:35](=[C:36]([O:42][CH3:43])[C:37]=1[F:41])[N:22]([C:19]1[CH:18]=[CH:17][C:16]([CH2:15][N:10]3[CH2:14][CH2:13][CH2:12][CH2:11]3)=[CH:21][CH:20]=1)[CH:26]=[C:27]([C:28]([O:30][CH2:31][CH3:32])=[O:29])[C:33]2=[O:45]. The yield is 0.770.